Dataset: Forward reaction prediction with 1.9M reactions from USPTO patents (1976-2016). Task: Predict the product of the given reaction. Given the reactants [F:1][C:2]([F:30])([F:29])[C@H:3]1[CH2:8][CH2:7][C@H:6]([C:9]([N:11]2[CH2:15][CH2:14][CH:13]([CH2:16][O:17][C:18]3[C:19]([C:24]([O:26]CC)=[O:25])=[N:20][CH:21]=[CH:22][CH:23]=3)[CH2:12]2)=[O:10])[CH2:5][CH2:4]1.COC1C=C(OC[C@H]2CCCN2C([C@H]2CC[C@H](C(F)(F)F)CC2)=O)C(C(OCC)=O)=NC=1, predict the reaction product. The product is: [F:30][C:2]([F:1])([F:29])[C@H:3]1[CH2:8][CH2:7][C@H:6]([C:9]([N:11]2[CH2:15][CH2:14][CH:13]([CH2:16][O:17][C:18]3[C:19]([C:24]([OH:26])=[O:25])=[N:20][CH:21]=[CH:22][CH:23]=3)[CH2:12]2)=[O:10])[CH2:5][CH2:4]1.